From a dataset of Full USPTO retrosynthesis dataset with 1.9M reactions from patents (1976-2016). Predict the reactants needed to synthesize the given product. (1) Given the product [CH3:30][O:29][C:22]1[CH:23]=[CH:24][C:25]([O:27][CH3:28])=[CH:26][C:21]=1[CH2:20][CH2:19][CH2:18][CH2:17][CH2:16][CH2:15][CH2:14][CH2:13][CH2:12][CH2:11][CH2:10][CH2:9][OH:8], predict the reactants needed to synthesize it. The reactants are: C([O:8][CH2:9][CH2:10][CH2:11][CH2:12][CH2:13][CH2:14][CH2:15][CH2:16][CH2:17][CH2:18][C:19]#[C:20][C:21]1[CH:26]=[C:25]([O:27][CH3:28])[CH:24]=[CH:23][C:22]=1[O:29][CH3:30])C1C=CC=CC=1. (2) Given the product [CH3:9][C:8]1([CH:5]2[CH2:6][CH2:7][CH:2]([OH:1])[CH2:3][CH2:4]2)[O:15][CH2:14][C:12]([CH3:16])([CH3:13])[CH2:11][O:10]1, predict the reactants needed to synthesize it. The reactants are: [OH:1][CH:2]1[CH2:7][CH2:6][CH:5]([C:8](=[O:10])[CH3:9])[CH2:4][CH2:3]1.[CH3:11][C:12]([CH2:16]O)([CH2:14][OH:15])[CH3:13]. (3) Given the product [ClH:58].[ClH:58].[CH3:36][C:33]1([CH3:35])[C:32]2[C:31]3[CH:30]=[CH:29][CH:28]=[CH:27][C:26]=3[NH:25][C:24]=2[C:23]([C:37]([O:39][CH:40]([CH3:42])[CH3:41])=[O:38])=[CH:22][N:21]([C:19](=[O:20])[C:18]2[CH:43]=[CH:44][CH:45]=[C:16]([CH2:15][NH:14][CH:11]3[CH2:12][CH2:13][NH:8][CH2:9][CH2:10]3)[CH:17]=2)[CH2:34]1, predict the reactants needed to synthesize it. The reactants are: C(OC([N:8]1[CH2:13][CH2:12][CH:11]([NH:14][CH2:15][C:16]2[CH:17]=[C:18]([CH:43]=[CH:44][CH:45]=2)[C:19]([N:21]2[CH2:34][C:33]([CH3:36])([CH3:35])[C:32]3[C:31]4[CH:30]=[CH:29][CH:28]=[CH:27][C:26]=4[NH:25][C:24]=3[C:23]([C:37]([O:39][CH:40]([CH3:42])[CH3:41])=[O:38])=[CH:22]2)=[O:20])[CH2:10][CH2:9]1)=O)(C)(C)C.FC(F)(F)C(O)=O.C(=O)(O)[O-].[Na+].[Cl:58]CCl. (4) Given the product [NH2:1][C:4]1[C:12]2[NH:11][C:10]3[CH2:13][CH2:14][N:15]([C:17]([O:19][C:20]([CH3:23])([CH3:22])[CH3:21])=[O:18])[CH2:16][C:9]=3[C:8]=2[CH:7]=[CH:6][CH:5]=1, predict the reactants needed to synthesize it. The reactants are: [N+:1]([C:4]1[C:12]2[NH:11][C:10]3[CH2:13][CH2:14][N:15]([C:17]([O:19][C:20]([CH3:23])([CH3:22])[CH3:21])=[O:18])[CH2:16][C:9]=3[C:8]=2[CH:7]=[CH:6][CH:5]=1)([O-])=O. (5) The reactants are: [NH:1]1[C:5]2[CH:6]=[CH:7][CH:8]=[CH:9][C:4]=2[N:3]=[C:2]1[CH2:10][NH:11][CH:12]1[C:21]2[N:20]=[CH:19][CH:18]=[CH:17][C:16]=2[CH2:15][CH2:14][CH2:13]1.[C:22]([O:26]C([N:29]1[CH2:35][CH2:34][CH2:33][C@H:30]1[CH:31]=O)=O)(C)(C)C.[BH-](OC(C)=O)(OC(C)=O)[O:37]C(C)=O.[Na+].[CH2:50]([Cl:52])[Cl:51]. Given the product [CH2:50]([Cl:52])[Cl:51].[CH3:22][OH:26].[NH4+:1].[OH-:37].[NH:1]1[C:5]2[CH:6]=[CH:7][CH:8]=[CH:9][C:4]=2[N:3]=[C:2]1[CH2:10][N:11]([CH2:31][CH:30]1[CH2:33][CH2:34][CH2:35][NH:29]1)[C@@H:12]1[C:21]2[N:20]=[CH:19][CH:18]=[CH:17][C:16]=2[CH2:15][CH2:14][CH2:13]1, predict the reactants needed to synthesize it. (6) Given the product [F:15][C:14]([F:17])([F:16])[C:12]1[CH:11]=[C:10]([C:18]2[CH:23]=[CH:22][C:21]([C:24]([F:27])([F:26])[F:25])=[CH:20][CH:19]=2)[N:9]=[C:8]([C:4]2[CH:3]=[C:2]([C:32]3[CH:33]=[CH:34][C:29]([NH2:28])=[N:30][CH:31]=3)[CH:7]=[CH:6][CH:5]=2)[N:13]=1, predict the reactants needed to synthesize it. The reactants are: Br[C:2]1[CH:3]=[C:4]([C:8]2[N:13]=[C:12]([C:14]([F:17])([F:16])[F:15])[CH:11]=[C:10]([C:18]3[CH:23]=[CH:22][C:21]([C:24]([F:27])([F:26])[F:25])=[CH:20][CH:19]=3)[N:9]=2)[CH:5]=[CH:6][CH:7]=1.[NH2:28][C:29]1[CH:34]=[CH:33][C:32](B2OC(C)(C)C(C)(C)O2)=[CH:31][N:30]=1. (7) Given the product [F:29][C:26]1[CH:27]=[CH:28][C:23]([C:22]2[C:18]([C:16]([N:11]3[CH2:12][CH2:13][CH2:14][CH2:15][C@H:10]3[CH2:9][NH:8][C:5]3[N:4]=[CH:3][C:2]([C:42](=[O:45])[CH3:43])=[CH:7][N:6]=3)=[O:17])=[N:19][N:20]([CH3:30])[CH:21]=2)=[CH:24][CH:25]=1, predict the reactants needed to synthesize it. The reactants are: Br[C:2]1[CH:3]=[N:4][C:5]([NH:8][CH2:9][C@@H:10]2[CH2:15][CH2:14][CH2:13][CH2:12][N:11]2[C:16]([C:18]2[C:22]([C:23]3[CH:28]=[CH:27][C:26]([F:29])=[CH:25][CH:24]=3)=[CH:21][N:20]([CH3:30])[N:19]=2)=[O:17])=[N:6][CH:7]=1.C([Sn](CC[CH2:42][CH3:43])CCCC)CCC.Cl.[OH2:45].